The task is: Regression/Classification. Given a drug SMILES string, predict its absorption, distribution, metabolism, or excretion properties. Task type varies by dataset: regression for continuous measurements (e.g., permeability, clearance, half-life) or binary classification for categorical outcomes (e.g., BBB penetration, CYP inhibition). Dataset: cyp2c19_veith.. This data is from CYP2C19 inhibition data for predicting drug metabolism from PubChem BioAssay. (1) The molecule is CCCc1nnc(SCC(=O)N2CCCCC2)n1CCCOC. The result is 0 (non-inhibitor). (2) The molecule is CCC(C)NC(=O)CCC(=O)Nc1ccc2nc(N3CCOCC3)cc(C)c2c1. The result is 0 (non-inhibitor). (3) The compound is Cn1c(/C=C/c2ccc([N+](=O)[O-])o2)nc2ccccc2c1=O. The result is 1 (inhibitor).